Dataset: Full USPTO retrosynthesis dataset with 1.9M reactions from patents (1976-2016). Task: Predict the reactants needed to synthesize the given product. (1) Given the product [CH3:33][O:34][C:35]1[CH:42]=[CH:41][C:38]([CH2:39][NH:40][C:13](=[O:14])/[CH:12]=[CH:11]/[C:4]2[C:5]3[C:10](=[CH:9][CH:8]=[CH:7][CH:6]=3)[N:2]([CH3:1])[C:3]=2[C:16]2[CH:21]=[CH:20][CH:19]=[CH:18][CH:17]=2)=[CH:37][CH:36]=1, predict the reactants needed to synthesize it. The reactants are: [CH3:1][N:2]1[C:10]2[C:5](=[CH:6][CH:7]=[CH:8][CH:9]=2)[C:4](/[CH:11]=[CH:12]/[C:13](O)=[O:14])=[C:3]1[C:16]1[CH:21]=[CH:20][CH:19]=[CH:18][CH:17]=1.Cl.ON1C2C=CC=CC=2N=N1.[CH3:33][O:34][C:35]1[CH:42]=[CH:41][C:38]([CH2:39][NH2:40])=[CH:37][CH:36]=1. (2) Given the product [C:1]([O:5][C:6]([N:8]1[CH2:13][CH2:12][C:11]2[N:14]([CH3:33])[C:15]([C:17]3[C:22]([CH2:23][CH2:24][C:25]4[CH:30]=[CH:29][CH:28]=[C:27]([OH:31])[CH:26]=4)=[CH:21][N:20]=[C:19]([NH2:32])[N:18]=3)=[CH:16][C:10]=2[C:9]1=[O:34])=[O:7])([CH3:4])([CH3:3])[CH3:2], predict the reactants needed to synthesize it. The reactants are: [C:1]([O:5][C:6]([N:8]1[CH2:13][CH2:12][C:11]2[N:14]([CH3:33])[C:15]([C:17]3[C:22]([C:23]#[C:24][C:25]4[CH:30]=[CH:29][CH:28]=[C:27]([OH:31])[CH:26]=4)=[CH:21][N:20]=[C:19]([NH2:32])[N:18]=3)=[CH:16][C:10]=2[C:9]1=[O:34])=[O:7])([CH3:4])([CH3:3])[CH3:2].[H][H]. (3) Given the product [Cl:26][C:9]1[C:10]([N:14]=[CH:29][N:30]([CH3:32])[CH3:31])=[C:11]([Cl:27])[N:12]=[C:7]([N:6]=[CH:35][N:22]([CH3:21])[CH3:17])[N:8]=1, predict the reactants needed to synthesize it. The reactants are: S(O)(O)(=O)=O.[NH2:6][C:7]1[N:12]=[C:11](O)[C:10]([NH2:14])=[C:9](O)[N:8]=1.N[C:17]1[N:22]=[C:21](O)C(N)=C(O)N=1.[ClH:26].[Cl-:27].Cl[CH:29]=[N+:30]([CH3:32])[CH3:31].[OH-].[Na+].[C:35](=O)([O-])[O-].[Na+].[Na+]. (4) Given the product [Cl:1][C:2]1[CH:3]=[CH:4][C:5]([C@@:8]([NH:9][S@@:10]([C:12]([CH3:15])([CH3:14])[CH3:13])=[O:11])([C:16]2[CH:21]=[C:20]([C:22]([F:25])([F:24])[F:23])[CH:19]=[C:18]([F:26])[CH:17]=2)[CH2:27][C:28]2[CH:33]=[CH:32][CH:31]=[CH:30][CH:29]=2)=[N:6][CH:7]=1, predict the reactants needed to synthesize it. The reactants are: [Cl:1][C:2]1[CH:3]=[CH:4][C:5]([C:8]([C:16]2[CH:21]=[C:20]([C:22]([F:25])([F:24])[F:23])[CH:19]=[C:18]([F:26])[CH:17]=2)=[N:9][S@@:10]([C:12]([CH3:15])([CH3:14])[CH3:13])=[O:11])=[N:6][CH:7]=1.[CH2:27]([Mg])[C:28]1[CH:33]=[CH:32][CH:31]=[CH:30][CH:29]=1.